From a dataset of Merck oncology drug combination screen with 23,052 pairs across 39 cell lines. Regression. Given two drug SMILES strings and cell line genomic features, predict the synergy score measuring deviation from expected non-interaction effect. Drug 1: Cn1nnc2c(C(N)=O)ncn2c1=O. Drug 2: NC(=O)c1cccc2cn(-c3ccc(C4CCCNC4)cc3)nc12. Cell line: A427. Synergy scores: synergy=62.8.